Dataset: NCI-60 drug combinations with 297,098 pairs across 59 cell lines. Task: Regression. Given two drug SMILES strings and cell line genomic features, predict the synergy score measuring deviation from expected non-interaction effect. (1) Drug 1: CC1C(C(CC(O1)OC2CC(CC3=C2C(=C4C(=C3O)C(=O)C5=C(C4=O)C(=CC=C5)OC)O)(C(=O)C)O)N)O.Cl. Drug 2: B(C(CC(C)C)NC(=O)C(CC1=CC=CC=C1)NC(=O)C2=NC=CN=C2)(O)O. Cell line: NCI/ADR-RES. Synergy scores: CSS=-4.17, Synergy_ZIP=0.616, Synergy_Bliss=-0.947, Synergy_Loewe=-3.41, Synergy_HSA=-2.69. (2) Synergy scores: CSS=11.2, Synergy_ZIP=2.73, Synergy_Bliss=4.19, Synergy_Loewe=0.662, Synergy_HSA=2.04. Drug 2: CC1=C(C=C(C=C1)NC(=O)C2=CC=C(C=C2)CN3CCN(CC3)C)NC4=NC=CC(=N4)C5=CN=CC=C5. Cell line: A549. Drug 1: CC12CCC3C(C1CCC2=O)CC(=C)C4=CC(=O)C=CC34C.